Dataset: Reaction yield outcomes from USPTO patents with 853,638 reactions. Task: Predict the reaction yield, written as a fraction of the theoretical maximum amount of product (1.0 means a 100% yield; for example, 0.34 means a 34% yield). (1) The reactants are [Cl:1][C:2]1[N:7]=[C:6]([Cl:8])[C:5]([CH3:9])=[C:4](Cl)[N:3]=1.Cl.[O:12]1[CH2:16][CH2:15][C@@H:14]([NH2:17])[CH2:13]1.CCN(CC)CC. The catalyst is CCO. The product is [Cl:1][C:2]1[N:3]=[C:4]([NH:17][C@@H:14]2[CH2:15][CH2:16][O:12][CH2:13]2)[C:5]([CH3:9])=[C:6]([Cl:8])[N:7]=1. The yield is 0.530. (2) The reactants are [Br:1][C:2]1[CH:3]=[CH:4][C:5]2[C:11](=[O:12])[CH2:10][CH2:9][CH2:8][O:7][C:6]=2[CH:13]=1.C1CCCCC1.CO[CH:22](OC)[N:23]([CH3:25])[CH3:24]. No catalyst specified. The product is [Br:1][C:2]1[CH:3]=[CH:4][C:5]2[C:11](=[O:12])/[C:10](=[CH:22]/[N:23]([CH3:25])[CH3:24])/[CH2:9][CH2:8][O:7][C:6]=2[CH:13]=1. The yield is 0.860. (3) The reactants are [N:1]1([C:11]([O:13][C:14]([CH3:17])([CH3:16])[CH3:15])=[O:12])[CH2:6][CH2:5][CH:4]([C:7]([O:9]C)=[O:8])[CH2:3][CH2:2]1.[Li+].[OH-].CO.O. The catalyst is C1COCC1. The yield is 1.00. The product is [C:14]([O:13][C:11]([N:1]1[CH2:6][CH2:5][CH:4]([C:7]([OH:9])=[O:8])[CH2:3][CH2:2]1)=[O:12])([CH3:17])([CH3:15])[CH3:16].